From a dataset of NCI-60 drug combinations with 297,098 pairs across 59 cell lines. Regression. Given two drug SMILES strings and cell line genomic features, predict the synergy score measuring deviation from expected non-interaction effect. (1) Cell line: SK-MEL-2. Drug 2: CCC1(C2=C(COC1=O)C(=O)N3CC4=CC5=C(C=CC(=C5CN(C)C)O)N=C4C3=C2)O.Cl. Drug 1: COC1=CC(=CC(=C1O)OC)C2C3C(COC3=O)C(C4=CC5=C(C=C24)OCO5)OC6C(C(C7C(O6)COC(O7)C8=CC=CS8)O)O. Synergy scores: CSS=45.6, Synergy_ZIP=-1.60, Synergy_Bliss=0.369, Synergy_Loewe=0.777, Synergy_HSA=1.51. (2) Drug 1: CC1=C(C=C(C=C1)NC2=NC=CC(=N2)N(C)C3=CC4=NN(C(=C4C=C3)C)C)S(=O)(=O)N.Cl. Drug 2: CC(C)NC(=O)C1=CC=C(C=C1)CNNC.Cl. Cell line: UACC-257. Synergy scores: CSS=-1.28, Synergy_ZIP=1.61, Synergy_Bliss=-0.834, Synergy_Loewe=-5.87, Synergy_HSA=-5.03. (3) Drug 1: C1C(C(OC1N2C=NC3=C(N=C(N=C32)Cl)N)CO)O. Drug 2: COC1=C2C(=CC3=C1OC=C3)C=CC(=O)O2. Cell line: 786-0. Synergy scores: CSS=1.39, Synergy_ZIP=-0.777, Synergy_Bliss=-0.0793, Synergy_Loewe=-12.9, Synergy_HSA=-5.55. (4) Cell line: SF-268. Drug 1: C1=C(C(=O)NC(=O)N1)N(CCCl)CCCl. Drug 2: C1=CN(C(=O)N=C1N)C2C(C(C(O2)CO)O)O.Cl. Synergy scores: CSS=40.9, Synergy_ZIP=-6.00, Synergy_Bliss=-4.47, Synergy_Loewe=-5.50, Synergy_HSA=-2.77. (5) Drug 1: CC=C1C(=O)NC(C(=O)OC2CC(=O)NC(C(=O)NC(CSSCCC=C2)C(=O)N1)C(C)C)C(C)C. Drug 2: CCN(CC)CCNC(=O)C1=C(NC(=C1C)C=C2C3=C(C=CC(=C3)F)NC2=O)C. Cell line: RPMI-8226. Synergy scores: CSS=31.4, Synergy_ZIP=-2.08, Synergy_Bliss=-3.32, Synergy_Loewe=-31.3, Synergy_HSA=-2.66.